From a dataset of Forward reaction prediction with 1.9M reactions from USPTO patents (1976-2016). Predict the product of the given reaction. (1) Given the reactants C1(C)C=CC=CC=1.CCCCCC.C([Li])CCC.[C:19](=[O:21])=[O:20].O.Br[C:24]1[CH:29]=[CH:28][C:27]([Br:30])=[CH:26][N:25]=1, predict the reaction product. The product is: [Br:30][C:27]1[CH:28]=[CH:29][C:24]([C:19]([OH:21])=[O:20])=[N:25][CH:26]=1. (2) Given the reactants [Cl:1][C:2]1[CH:3]=[C:4]([CH:19]=[CH:20][C:21]=1[C:22]([OH:24])=O)[C:5]([NH:7][CH2:8][C:9]1[NH:13][C:12]2[CH:14]=[CH:15][C:16]([Cl:18])=[CH:17][C:11]=2[N:10]=1)=[O:6].[C:25]([N:28]1[CH2:33][CH2:32][NH:31][CH2:30][CH2:29]1)(=[O:27])[CH3:26].CN(C(ON1N=NC2C=CC=CC1=2)=[N+](C)C)C.[B-](F)(F)(F)F.C(N(CC)CC)C, predict the reaction product. The product is: [C:25]([N:28]1[CH2:33][CH2:32][N:31]([C:22]([C:21]2[CH:20]=[CH:19][C:4]([C:5]([NH:7][CH2:8][C:9]3[NH:13][C:12]4[CH:14]=[CH:15][C:16]([Cl:18])=[CH:17][C:11]=4[N:10]=3)=[O:6])=[CH:3][C:2]=2[Cl:1])=[O:24])[CH2:30][CH2:29]1)(=[O:27])[CH3:26]. (3) Given the reactants [N:1]([CH2:4][C@@H:5]1[CH2:9][C@@H:8]([O:10][C:11]2[CH:16]=[N:15][C:14]([CH:17]3[CH2:19][CH2:18]3)=[CH:13][N:12]=2)[CH2:7][N:6]1[CH2:20][C:21]([O:23]C)=O)=[N+]=[N-].O, predict the reaction product. The product is: [CH:17]1([C:14]2[N:15]=[CH:16][C:11]([O:10][C@H:8]3[CH2:7][N:6]4[CH2:20][C:21](=[O:23])[NH:1][CH2:4][C@@H:5]4[CH2:9]3)=[N:12][CH:13]=2)[CH2:19][CH2:18]1. (4) Given the reactants C[O:2][C:3]([C:5]1[C:6]2[CH2:7][C:8]([CH3:29])([CH3:28])[CH:9]([C:16]3[CH:21]=[CH:20][CH:19]=[C:18]([N:22]4[CH2:27][CH2:26][O:25][CH2:24][CH2:23]4)[CH:17]=3)[NH:10][C:11]=2[CH:12]=[CH:13][C:14]=1[Cl:15])=[O:4].[OH-].[Na+].Cl, predict the reaction product. The product is: [Cl:15][C:14]1[CH:13]=[CH:12][C:11]2[NH:10][CH:9]([C:16]3[CH:21]=[CH:20][CH:19]=[C:18]([N:22]4[CH2:23][CH2:24][O:25][CH2:26][CH2:27]4)[CH:17]=3)[C:8]([CH3:29])([CH3:28])[CH2:7][C:6]=2[C:5]=1[C:3]([OH:4])=[O:2]. (5) Given the reactants CS(O)(=O)=O.[NH2:6][CH2:7][C:8]1[CH:9]=[C:10]2[C:14](=[CH:15][CH:16]=1)[C:13](=[O:17])[N:12]([CH:18]1[CH2:23][CH2:22][C:21](=[O:24])[NH:20][C:19]1=[O:25])[CH2:11]2.CN(C(ON1N=NC2C=CC=NC1=2)=[N+](C)C)C.F[P-](F)(F)(F)(F)F.[Cl:50][C:51]1[CH:52]=[C:53]([C:58]([F:63])([F:62])[C:59](O)=[O:60])[CH:54]=[CH:55][C:56]=1[Cl:57].C(N(C(C)C)C(C)C)C, predict the reaction product. The product is: [Cl:50][C:51]1[CH:52]=[C:53]([C:58]([F:63])([F:62])[C:59]([NH:6][CH2:7][C:8]2[CH:9]=[C:10]3[C:14](=[CH:15][CH:16]=2)[C:13](=[O:17])[N:12]([CH:18]2[CH2:23][CH2:22][C:21](=[O:24])[NH:20][C:19]2=[O:25])[CH2:11]3)=[O:60])[CH:54]=[CH:55][C:56]=1[Cl:57]. (6) The product is: [OH:10][C:7]1[CH:8]=[CH:9][C:4]([C:2](=[O:3])[CH:1]=[CH2:14])=[CH:5][CH:6]=1. Given the reactants [CH3:1][C:2]([C:4]1[CH:5]=[CH:6][C:7]([OH:10])=[CH:8][CH:9]=1)=[O:3].C=O.F[C:14](F)(F)C([O-])=O.C[NH2+]C1C=CC=CC=1.C(OCC)C, predict the reaction product. (7) Given the reactants [CH2:1]([O:6][C:7](=[O:18])[CH2:8][CH2:9][C:10]([O:12][CH2:13][CH2:14][C:15]#[C:16][CH3:17])=[O:11])CC#CC, predict the reaction product. The product is: [O:6]1[CH2:1][CH2:17][C:16]#[C:15][CH2:14][CH2:13][O:12][C:10](=[O:11])[CH2:9][CH2:8][C:7]1=[O:18]. (8) Given the reactants [F:1][C:2]1[C:12]([C:13]#[N:14])=[CH:11][C:5]2[NH:6][C:7](=[O:10])[CH2:8][O:9][C:4]=2[CH:3]=1.[CH3:15]C([O-])(C)C.[K+].CI, predict the reaction product. The product is: [F:1][C:2]1[C:12]([C:13]#[N:14])=[CH:11][C:5]2[N:6]([CH3:15])[C:7](=[O:10])[CH2:8][O:9][C:4]=2[CH:3]=1.